This data is from Forward reaction prediction with 1.9M reactions from USPTO patents (1976-2016). The task is: Predict the product of the given reaction. (1) Given the reactants [C:1]1([C@@H:7]2[CH2:9][C@H:8]2[NH2:10])[CH:6]=[CH:5][CH:4]=[CH:3][CH:2]=1.[C:11]([O-:14])([O-])=[O:12].[K+].[K+], predict the reaction product. The product is: [C:1]1([C@@H:7]2[CH2:9][C@H:8]2[NH:10][C:11](=[O:12])[O:14][C:1]([CH3:7])([CH3:6])[CH3:2])[CH:6]=[CH:5][CH:4]=[CH:3][CH:2]=1. (2) Given the reactants C[O:2][C:3]1[CH:12]=[CH:11][C:10]2[C:5](=[C:6]([C:13]3[CH:18]=[CH:17][N:16]=[CH:15][CH:14]=3)[CH:7]=[CH:8][N:9]=2)[N:4]=1.[ClH:19], predict the reaction product. The product is: [ClH:19].[N:16]1[CH:15]=[CH:14][C:13]([C:6]2[CH:7]=[CH:8][N:9]=[C:10]3[C:5]=2[N:4]=[C:3]([OH:2])[CH:12]=[CH:11]3)=[CH:18][CH:17]=1. (3) The product is: [CH2:32]([O:34][C:35]([CH:37]1[CH2:41][CH2:40][CH2:39][CH:38]1[C:42]([N:5]1[CH2:6][CH2:7][N:2]([C:8]2[CH:13]=[CH:12][C:11]([NH:14][C:15]([C:17]3[N:18]=[C:19]([C:26]4[CH:31]=[CH:30][CH:29]=[CH:28][CH:27]=4)[O:20][C:21]=3[C:22]([F:23])([F:25])[F:24])=[O:16])=[CH:10][CH:9]=2)[CH2:3][CH2:4]1)=[O:43])=[O:36])[CH3:33]. Given the reactants Cl.[N:2]1([C:8]2[CH:13]=[CH:12][C:11]([NH:14][C:15]([C:17]3[N:18]=[C:19]([C:26]4[CH:31]=[CH:30][CH:29]=[CH:28][CH:27]=4)[O:20][C:21]=3[C:22]([F:25])([F:24])[F:23])=[O:16])=[CH:10][CH:9]=2)[CH2:7][CH2:6][NH:5][CH2:4][CH2:3]1.[CH2:32]([O:34][C:35]([C@@H:37]1[CH2:41][CH2:40][CH2:39][C@H:38]1[C:42](O)=[O:43])=[O:36])[CH3:33].C(N(CC)CC)C.F[P-](F)(F)(F)(F)F.N1(O[P+](N(C)C)(N(C)C)N(C)C)C2C=CC=CC=2N=N1, predict the reaction product. (4) Given the reactants [N:1]12[CH2:8][CH2:7][CH:4]([CH2:5][CH2:6]1)[C:3](=[O:9])[CH2:2]2.CC([O-])(C)C.[K+], predict the reaction product. The product is: [N:1]12[CH2:8][CH2:7][CH:4]([CH2:5][CH2:6]1)[C@@H:3]([OH:9])[CH2:2]2. (5) Given the reactants [Cl:1][C:2]1[CH:31]=[C:30]([Cl:32])[CH:29]=[CH:28][C:3]=1[O:4][C:5]1[CH:10]=[CH:9][CH:8]=[CH:7][C:6]=1[NH:11][S:12]([C:15]1[CH:27]=[CH:26][C:18]([C:19]([NH:21][CH2:22][C:23](O)=[O:24])=[O:20])=[CH:17][CH:16]=1)(=[O:14])=[O:13].[CH3:33][N:34]([CH3:37])[CH:35]=O.[CH3:38][N:39](C(ON1N=NC2C=CC=CC1=2)=[N+](C)C)[CH3:40].F[P-](F)(F)(F)(F)F.[CH2:62]([N:64]([CH2:67][CH3:68])[CH2:65]C)[CH3:63], predict the reaction product. The product is: [Cl:1][C:2]1[CH:31]=[C:30]([Cl:32])[CH:29]=[CH:28][C:3]=1[O:4][C:5]1[CH:10]=[CH:9][CH:8]=[CH:7][C:6]=1[NH:11][S:12]([C:15]1[CH:16]=[CH:17][C:18]([C:19]([NH:21][CH2:22][C:23](=[O:24])[N:39]2[CH2:40][CH2:35][N:34]([CH2:37][CH2:65][N:64]3[CH2:67][CH2:68][CH2:63][CH2:62]3)[CH2:33][CH2:38]2)=[O:20])=[CH:26][CH:27]=1)(=[O:14])=[O:13]. (6) Given the reactants [C:1]([O:5][C:6]([N:8]1[CH2:13][CH2:12][N:11]([C:14]2[C:19]([CH3:20])=[CH:18][C:17]([CH:21]=[CH:22][CH3:23])=[CH:16][N:15]=2)[CH2:10][CH2:9]1)=[O:7])([CH3:4])([CH3:3])[CH3:2], predict the reaction product. The product is: [C:1]([O:5][C:6]([N:8]1[CH2:13][CH2:12][N:11]([C:14]2[C:19]([CH3:20])=[CH:18][C:17]([CH2:21][CH2:22][CH3:23])=[CH:16][N:15]=2)[CH2:10][CH2:9]1)=[O:7])([CH3:4])([CH3:3])[CH3:2]. (7) Given the reactants [CH2:1]([C:3]1[S:28][C:6]2[N:7]([CH2:13][C:14]3[CH:19]=[CH:18][C:17]([C:20]4[C:21]([C:26]#[N:27])=[CH:22][CH:23]=[CH:24][CH:25]=4)=[CH:16][CH:15]=3)[C:8](=[O:12])[NH:9][C:10](=[O:11])[C:5]=2[CH:4]=1)[CH3:2].Br[CH2:30][C:31]([C:33]1[CH:38]=[C:37]([O:39][CH3:40])[CH:36]=[C:35]([O:41][CH3:42])[CH:34]=1)=[O:32].CN(C)C=O.[H-].[Na+], predict the reaction product. The product is: [CH3:42][O:41][C:35]1[CH:34]=[C:33]([C:31](=[O:32])[CH2:30][N:9]2[C:10](=[O:11])[C:5]3[CH:4]=[C:3]([CH2:1][CH3:2])[S:28][C:6]=3[N:7]([CH2:13][C:14]3[CH:19]=[CH:18][C:17]([C:20]4[C:21]([C:26]#[N:27])=[CH:22][CH:23]=[CH:24][CH:25]=4)=[CH:16][CH:15]=3)[C:8]2=[O:12])[CH:38]=[C:37]([O:39][CH3:40])[CH:36]=1. (8) Given the reactants [C:1]([O:5][C:6]([N:8]1[C:14](=[O:15])[C@@H:13]2[CH2:16][C@H:9]1[CH2:10][CH2:11][C@@H:12]2[NH:17][C:18]([O:20][CH2:21][C:22]1[CH:27]=[CH:26][CH:25]=[CH:24][CH:23]=1)=[O:19])=[O:7])([CH3:4])([CH3:3])[CH3:2].O.[BH4-].[Na+].C(=O)(O)[O-].[Na+], predict the reaction product. The product is: [C:1]([O:5][C:6](=[O:7])[NH:8][C@@H:9]1[CH2:10][CH2:11][C@H:12]([NH:17][C:18]([O:20][CH2:21][C:22]2[CH:23]=[CH:24][CH:25]=[CH:26][CH:27]=2)=[O:19])[C@H:13]([CH2:14][OH:15])[CH2:16]1)([CH3:4])([CH3:2])[CH3:3]. (9) Given the reactants N1CCCCC1.C1C2C(COC([N:24]3[CH2:29][CH2:28][O:27][CH2:26][C@H:25]3[C:30](=[O:49])[NH:31][CH2:32][C:33]3[CH:38]=[C:37]([Cl:39])[CH:36]=[CH:35][C:34]=3[CH2:40][NH:41][C:42]([O:44][C:45]([CH3:48])([CH3:47])[CH3:46])=[O:43])=O)C3C(=CC=CC=3)C=2C=CC=1, predict the reaction product. The product is: [C:45]([O:44][C:42](=[O:43])[NH:41][CH2:40][C:34]1[CH:35]=[CH:36][C:37]([Cl:39])=[CH:38][C:33]=1[CH2:32][NH:31][C:30]([C@@H:25]1[CH2:26][O:27][CH2:28][CH2:29][NH:24]1)=[O:49])([CH3:48])([CH3:46])[CH3:47].